From a dataset of NCI-60 drug combinations with 297,098 pairs across 59 cell lines. Regression. Given two drug SMILES strings and cell line genomic features, predict the synergy score measuring deviation from expected non-interaction effect. Drug 1: CN1CCC(CC1)COC2=C(C=C3C(=C2)N=CN=C3NC4=C(C=C(C=C4)Br)F)OC. Drug 2: CNC(=O)C1=CC=CC=C1SC2=CC3=C(C=C2)C(=NN3)C=CC4=CC=CC=N4. Cell line: EKVX. Synergy scores: CSS=29.3, Synergy_ZIP=-3.19, Synergy_Bliss=4.62, Synergy_Loewe=4.61, Synergy_HSA=6.76.